This data is from Full USPTO retrosynthesis dataset with 1.9M reactions from patents (1976-2016). The task is: Predict the reactants needed to synthesize the given product. (1) Given the product [C:3]([O:7][C:8]([NH:10][CH:11]([CH:17]([OH:18])[C:19]1[CH:20]=[CH:21][C:22]([O:25][CH3:26])=[CH:23][CH:24]=1)[C:12]([O:14][CH2:15][CH3:16])=[O:13])=[O:9])([CH3:6])([CH3:4])[CH3:5], predict the reactants needed to synthesize it. The reactants are: [BH4-].[Na+].[C:3]([O:7][C:8]([NH:10][CH:11]([C:17]([C:19]1[CH:24]=[CH:23][C:22]([O:25][CH3:26])=[CH:21][CH:20]=1)=[O:18])[C:12]([O:14][CH2:15][CH3:16])=[O:13])=[O:9])([CH3:6])([CH3:5])[CH3:4].[Cl-].[NH4+]. (2) Given the product [Cl:1][C:2]1[CH:9]=[C:8]([N:10]([CH2:16][C:17]2[CH:22]=[CH:21][CH:20]=[CH:19][C:18]=2[F:23])[C@H:11]2[CH2:15][CH2:14][N:13]([S:27]([CH2:26][C:25]([F:32])([F:31])[F:24])(=[O:29])=[O:28])[CH2:12]2)[CH:7]=[CH:6][C:3]=1[C:4]#[N:5], predict the reactants needed to synthesize it. The reactants are: [Cl:1][C:2]1[CH:9]=[C:8]([N:10]([CH2:16][C:17]2[CH:22]=[CH:21][CH:20]=[CH:19][C:18]=2[F:23])[C@H:11]2[CH2:15][CH2:14][NH:13][CH2:12]2)[CH:7]=[CH:6][C:3]=1[C:4]#[N:5].[F:24][C:25]([F:32])([F:31])[CH2:26][S:27](Cl)(=[O:29])=[O:28].